From a dataset of TCR-epitope binding with 47,182 pairs between 192 epitopes and 23,139 TCRs. Binary Classification. Given a T-cell receptor sequence (or CDR3 region) and an epitope sequence, predict whether binding occurs between them. (1) The epitope is SQASSRSSSR. The TCR CDR3 sequence is CASSAGTSAIF. Result: 1 (the TCR binds to the epitope). (2) The epitope is KTSVDCTMYI. The TCR CDR3 sequence is CASSLVGRGPTNEKLFF. Result: 0 (the TCR does not bind to the epitope). (3) The epitope is GILGFVFTL. The TCR CDR3 sequence is CARLPGQGVGDTQYF. Result: 0 (the TCR does not bind to the epitope). (4) The epitope is EPLPQGQLTAY. Result: 0 (the TCR does not bind to the epitope). The TCR CDR3 sequence is CASSLGAGEQFF. (5) Result: 0 (the TCR does not bind to the epitope). The epitope is TPGPGVRYPL. The TCR CDR3 sequence is CASSGRDTQYEQYF.